From a dataset of Reaction yield outcomes from USPTO patents with 853,638 reactions. Predict the reaction yield, written as a fraction of the theoretical maximum amount of product (1.0 means a 100% yield; for example, 0.34 means a 34% yield). (1) The reactants are CN(C(ON1N=NC2C=CC=NC1=2)=[N+](C)C)C.F[P-](F)(F)(F)(F)F.CCN(C(C)C)C(C)C.[F:34][C:35]([F:41])([F:40])[CH2:36][C:37](O)=[O:38].[NH2:42][C@H:43]1[C:51]2[C:46](=[CH:47][CH:48]=[C:49]([C:52]([N:54]([CH3:67])[CH:55]3[CH2:60][CH2:59][N:58]([C:61]4[CH:66]=[CH:65][N:64]=[CH:63][CH:62]=4)[CH2:57][CH2:56]3)=[O:53])[CH:50]=2)[CH2:45][CH2:44]1. The catalyst is C1COCC1.ClCCl. The product is [CH3:67][N:54]([CH:55]1[CH2:60][CH2:59][N:58]([C:61]2[CH:66]=[CH:65][N:64]=[CH:63][CH:62]=2)[CH2:57][CH2:56]1)[C:52]([C:49]1[CH:50]=[C:51]2[C:46](=[CH:47][CH:48]=1)[CH2:45][CH2:44][C@H:43]2[NH:42][C:37](=[O:38])[CH2:36][C:35]([F:41])([F:40])[F:34])=[O:53]. The yield is 0.590. (2) The reactants are [Br:1][C:2]1[CH:3]=[C:4]([CH2:8][C:9]([OH:11])=[O:10])[CH:5]=[CH:6][CH:7]=1.C[Si]([N-][Si](C)(C)C)(C)C.[Na+].I[CH2:23][CH:24]([CH3:26])[CH3:25].C(Cl)Cl. The catalyst is C1(C)C=CC=CC=1.O1CCCC1.C(Cl)Cl.CCOC(C)=O. The product is [Br:1][C:2]1[CH:3]=[C:4]([CH:8]([CH2:23][CH:24]([CH3:26])[CH3:25])[C:9]([OH:11])=[O:10])[CH:5]=[CH:6][CH:7]=1. The yield is 0.910.